This data is from Catalyst prediction with 721,799 reactions and 888 catalyst types from USPTO. The task is: Predict which catalyst facilitates the given reaction. (1) Reactant: COCCN(S(F)(F)[F:11])CCOC.C1(C)C=CC=CC=1.[CH2:21]([N:23]1[N:27]=[N:26][C:25]([C:28]2[CH:33]=[CH:32][C:31]([C:34]([C:39]3[CH:44]=[CH:43][C:42]([CH:45](O)[CH2:46][C:47]4[CH:52]=[CH:51][CH:50]=[CH:49][N:48]=4)=[CH:41][CH:40]=3)([CH3:38])[CH:35]([CH3:37])[CH3:36])=[CH:30][CH:29]=2)=[N:24]1)[CH3:22]. Product: [CH2:21]([N:23]1[N:27]=[N:26][C:25]([C:28]2[CH:33]=[CH:32][C:31]([C:34]([C:39]3[CH:44]=[CH:43][C:42]([CH:45]([F:11])[CH2:46][C:47]4[CH:52]=[CH:51][CH:50]=[CH:49][N:48]=4)=[CH:41][CH:40]=3)([CH3:38])[CH:35]([CH3:37])[CH3:36])=[CH:30][CH:29]=2)=[N:24]1)[CH3:22]. The catalyst class is: 91. (2) Product: [CH3:16][O:17][C:12]1[C:11]2[C:6](=[CH:7][C:8]([N+:13]([O-:15])=[O:14])=[CH:9][CH:10]=2)[NH:5][N:4]=1. The catalyst class is: 56. Reactant: [N+]([N:4]1[CH:12]=[C:11]2[C:6]([CH:7]=[C:8]([N+:13]([O-:15])=[O:14])[CH:9]=[CH:10]2)=[N:5]1)([O-])=O.[CH3:16][O-:17].[Na+]. (3) Product: [OH:47][CH2:46][C@@H:45]([NH:44][C:18]([C:10]1[CH:9]=[C:8]([C:5]2[CH:4]=[CH:3][C:2]([CH3:1])=[CH:7][CH:6]=2)[CH:13]=[C:12]([S:14]([CH3:17])(=[O:15])=[O:16])[CH:11]=1)=[O:19])[CH3:48]. Reactant: [CH3:1][C:2]1[CH:7]=[CH:6][C:5]([C:8]2[CH:13]=[C:12]([S:14]([CH3:17])(=[O:16])=[O:15])[CH:11]=[C:10]([C:18](O)=[O:19])[CH:9]=2)=[CH:4][CH:3]=1.Cl.CN(C)CCCN=C=NCC.O.ON1C2C=CC=CC=2N=N1.[NH2:44][C@@H:45]([CH3:48])[CH2:46][OH:47].C(N(CC)C(C)C)(C)C. The catalyst class is: 2. (4) Reactant: [ClH:1].[CH:2]1([C:5]([NH:12][S@@](C(C)(C)C)=O)([C:7]2[N:11]=[CH:10][O:9][N:8]=2)[CH3:6])[CH2:4][CH2:3]1. Product: [ClH:1].[CH:2]1([C:5]([C:7]2[N:11]=[CH:10][O:9][N:8]=2)([NH2:12])[CH3:6])[CH2:4][CH2:3]1. The catalyst class is: 5. (5) Reactant: [C:1]([O:5][C@@H:6]([C:12]1[C:13]([CH3:27])=[N:14][C:15]2[N:16]([N:19]=[C:20]([C:22]([O:24][CH2:25][CH3:26])=[O:23])[CH:21]=2)[C:17]=1I)[C:7]([O:9][CH2:10][CH3:11])=[O:8])([CH3:4])([CH3:3])[CH3:2].[CH3:28][CH:29]([CH3:36])[CH2:30]/[CH:31]=[CH:32]/B(O)O.C([O-])([O-])=O.[Na+].[Na+]. Product: [C:1]([O:5][C@@H:6]([C:12]1[C:13]([CH3:27])=[N:14][C:15]2[N:16]([N:19]=[C:20]([C:22]([O:24][CH2:25][CH3:26])=[O:23])[CH:21]=2)[C:17]=1/[CH:32]=[CH:31]/[CH2:30][CH:29]([CH3:36])[CH3:28])[C:7]([O:9][CH2:10][CH3:11])=[O:8])([CH3:4])([CH3:3])[CH3:2]. The catalyst class is: 3. (6) Reactant: [Br:1][C:2]1[CH:7]=[CH:6][C:5]([C:8](=O)[CH2:9][CH3:10])=[C:4]([F:12])[CH:3]=1.[C:13]1([NH:19][NH2:20])[CH:18]=[CH:17][CH:16]=[CH:15][CH:14]=1. Product: [Br:1][C:2]1[CH:7]=[CH:6][C:5](/[C:8](=[N:20]\[NH:19][C:13]2[CH:18]=[CH:17][CH:16]=[CH:15][CH:14]=2)/[CH2:9][CH3:10])=[C:4]([F:12])[CH:3]=1.[Br:1][C:2]1[CH:7]=[CH:6][C:5](/[C:8](=[N:20]/[NH:19][C:13]2[CH:18]=[CH:17][CH:16]=[CH:15][CH:14]=2)/[CH2:9][CH3:10])=[C:4]([F:12])[CH:3]=1. The catalyst class is: 8. (7) Reactant: Br[C:2]1[CH:3]=[C:4]2[C:9](=[C:10]([N:12]3[CH2:17][CH2:16][N:15]([C:18]([O:20][C:21]([CH3:24])([CH3:23])[CH3:22])=[O:19])[CH2:14][CH2:13]3)[CH:11]=1)[N:8]=[C:7]([CH2:25][CH2:26][C:27]([O:29][CH3:30])=[O:28])[CH:6]=[CH:5]2.C(=O)([O-])[O-].[K+].[K+].[CH2:37](B([CH2:37][CH2:38][CH2:39][CH3:40])[CH2:37][CH2:38][CH2:39][CH3:40])[CH2:38][CH2:39][CH3:40]. Product: [CH2:37]([C:2]1[CH:3]=[C:4]2[C:9](=[C:10]([N:12]3[CH2:17][CH2:16][N:15]([C:18]([O:20][C:21]([CH3:24])([CH3:23])[CH3:22])=[O:19])[CH2:14][CH2:13]3)[CH:11]=1)[N:8]=[C:7]([CH2:25][CH2:26][C:27]([O:29][CH3:30])=[O:28])[CH:6]=[CH:5]2)[CH2:38][CH2:39][CH3:40]. The catalyst class is: 450.